This data is from Full USPTO retrosynthesis dataset with 1.9M reactions from patents (1976-2016). The task is: Predict the reactants needed to synthesize the given product. (1) Given the product [C:6]([O:10][C:11]([N:13]1[C:17]2[CH:18]=[N:19][C:20]([C:22]#[N:23])=[CH:21][C:16]=2[C:15]2[CH:24]=[C:25]([C:28]3[CH:29]=[CH:30][C:31]([CH2:34][O:35][S:2]([CH3:1])(=[O:4])=[O:3])=[CH:32][CH:33]=3)[CH:26]=[N:27][C:14]1=2)=[O:12])([CH3:9])([CH3:7])[CH3:8], predict the reactants needed to synthesize it. The reactants are: [CH3:1][S:2](Cl)(=[O:4])=[O:3].[C:6]([O:10][C:11]([N:13]1[C:17]2[CH:18]=[N:19][C:20]([C:22]#[N:23])=[CH:21][C:16]=2[C:15]2[CH:24]=[C:25]([C:28]3[CH:33]=[CH:32][C:31]([CH2:34][OH:35])=[CH:30][CH:29]=3)[CH:26]=[N:27][C:14]1=2)=[O:12])([CH3:9])([CH3:8])[CH3:7].C(N(CC)CC)C. (2) Given the product [NH2:21][C:17]1[N:16]=[C:15]([C:12]2[S:11][C:10]3[CH:22]=[CH:23][C:7]([O:6][C:5]4[CH:4]=[C:3]([OH:2])[CH:26]=[CH:25][CH:24]=4)=[CH:8][C:9]=3[C:13]=2[CH3:14])[CH:20]=[CH:19][N:18]=1, predict the reactants needed to synthesize it. The reactants are: C[O:2][C:3]1[CH:4]=[C:5]([CH:24]=[CH:25][CH:26]=1)[O:6][C:7]1[CH:23]=[CH:22][C:10]2[S:11][C:12]([C:15]3[CH:20]=[CH:19][N:18]=[C:17]([NH2:21])[N:16]=3)=[C:13]([CH3:14])[C:9]=2[CH:8]=1.B(Br)(Br)Br. (3) Given the product [N:38]1([CH2:30][C:27]2[CH:28]=[CH:29][C:11]3[NH:10]/[C:9](=[N:8]\[C:6](=[O:7])[C:5]4[CH:4]=[CH:3][C:2]([F:1])=[CH:33][CH:32]=4)/[N:13]([C@H:14]4[CH2:15][CH2:16][C@@H:17]([C:20](=[O:25])[NH:21][CH:22]([CH3:24])[CH3:23])[CH2:18][CH2:19]4)[C:12]=3[CH:26]=2)[CH:42]=[N:41][CH:40]=[N:39]1, predict the reactants needed to synthesize it. The reactants are: [F:1][C:2]1[CH:33]=[CH:32][C:5]([C:6](/[N:8]=[C:9]2\[NH:10][C:11]3[CH:29]=[CH:28][C:27]([CH2:30]O)=[CH:26][C:12]=3[N:13]\2[C@H:14]2[CH2:19][CH2:18][C@@H:17]([C:20](=[O:25])[NH:21][CH:22]([CH3:24])[CH3:23])[CH2:16][CH2:15]2)=[O:7])=[CH:4][CH:3]=1.S(Cl)(Cl)=O.[NH:38]1[CH:42]=[N:41][CH:40]=[N:39]1.C(=O)([O-])[O-].[K+].[K+].[I-].[Na+]. (4) Given the product [Br:1][C:2]1[C:3]([CH3:8])=[N+:4]([O-:9])[CH:5]=[CH:6][CH:7]=1, predict the reactants needed to synthesize it. The reactants are: [Br:1][C:2]1[C:3]([CH3:8])=[N:4][CH:5]=[CH:6][CH:7]=1.[OH:9]O.